This data is from Reaction yield outcomes from USPTO patents with 853,638 reactions. The task is: Predict the reaction yield, written as a fraction of the theoretical maximum amount of product (1.0 means a 100% yield; for example, 0.34 means a 34% yield). (1) The reactants are [Br:1][C:2]1[N:7]=[C:6]2[NH:8][CH:9]=[N:10][C:5]2=[CH:4][CH:3]=1.[H-].[Na+].Cl[CH2:14][C:15]1[CH:25]=[CH:24][C:18]2[N:19]=[C:20]([S:22][CH3:23])[S:21][C:17]=2[CH:16]=1.O. The catalyst is CN(C=O)C. The product is [Br:1][C:2]1[N:7]=[C:6]2[N:8]([CH2:14][C:15]3[CH:25]=[CH:24][C:18]4[N:19]=[C:20]([S:22][CH3:23])[S:21][C:17]=4[CH:16]=3)[CH:9]=[N:10][C:5]2=[CH:4][CH:3]=1. The yield is 0.520. (2) The reactants are [N:1]1[CH:6]=[CH:5][CH:4]=[CH:3][C:2]=1[S:7][S:8][CH2:9][CH2:10][OH:11].C(N(CC)CC)C.[Br:19][C:20]([CH3:25])([CH3:24])[C:21](Br)=[O:22]. The catalyst is ClCCl. The product is [Br:19][C:20]([CH3:25])([CH3:24])[C:21]([O:11][CH2:10][CH2:9][S:8][S:7][C:2]1[CH:3]=[CH:4][CH:5]=[CH:6][N:1]=1)=[O:22]. The yield is 0.470.